From a dataset of Full USPTO retrosynthesis dataset with 1.9M reactions from patents (1976-2016). Predict the reactants needed to synthesize the given product. (1) The reactants are: C([O:3][C:4](=[O:50])[CH2:5][CH2:6][CH2:7][O:8][C:9]1[CH:14]=[CH:13][CH:12]=[C:11]([CH2:15][CH2:16][CH2:17][CH2:18][CH2:19][CH2:20][O:21][C:22]2[CH:27]=[C:26]([S:28]([CH:31]([CH3:33])[CH3:32])(=[O:30])=[O:29])[CH:25]=[C:24]([C:34]3[CH:42]=[CH:41][C:37]4[O:38][CH2:39][O:40][C:36]=4[CH:35]=3)[CH:23]=2)[C:10]=1[CH2:43][CH2:44][C:45]([O:47]CC)=[O:46])C.[OH-].[Na+]. Given the product [O:38]1[C:37]2[CH:41]=[CH:42][C:34]([C:24]3[CH:23]=[C:22]([CH:27]=[C:26]([S:28]([CH:31]([CH3:33])[CH3:32])(=[O:29])=[O:30])[CH:25]=3)[O:21][CH2:20][CH2:19][CH2:18][CH2:17][CH2:16][CH2:15][C:11]3[C:10]([CH2:43][CH2:44][C:45]([OH:47])=[O:46])=[C:9]([CH:14]=[CH:13][CH:12]=3)[O:8][CH2:7][CH2:6][CH2:5][C:4]([OH:50])=[O:3])=[CH:35][C:36]=2[O:40][CH2:39]1, predict the reactants needed to synthesize it. (2) Given the product [CH:44]([C:43]1[CH:42]=[C:41]([C:26]2[CH:25]=[C:24]([CH2:20][CH:21]([CH3:23])[CH3:22])[S:28][C:27]=2[S:29]([NH:32][C:33]([CH3:36])([CH3:35])[CH3:34])(=[O:31])=[O:30])[CH:48]=[CH:47][CH:46]=1)=[O:45], predict the reactants needed to synthesize it. The reactants are: C1(P(C2C=CC=CC=2)C2C=CC=CC=2)C=CC=CC=1.[CH2:20]([C:24]1[S:28][C:27]([S:29]([NH:32][C:33]([CH3:36])([CH3:35])[CH3:34])(=[O:31])=[O:30])=[C:26](B(O)O)[CH:25]=1)[CH:21]([CH3:23])[CH3:22].Br[C:41]1[CH:42]=[C:43]([CH:46]=[CH:47][CH:48]=1)[CH:44]=[O:45].C(=O)([O-])[O-].[K+].[K+]. (3) Given the product [CH3:1][O:2][CH2:3][C:4]1[NH:5][C:6]([NH:9][CH:11]([CH3:10])[CH2:12][CH3:13])=[N:7][N:8]=1, predict the reactants needed to synthesize it. The reactants are: [CH3:1][O:2][CH2:3][C:4]1[NH:5][C:6]([NH2:9])=[N:7][N:8]=1.[CH3:10][C:11](=O)[CH2:12][CH3:13].C([BH3-])#N.[Na+].O. (4) Given the product [C:1]([C:4]1[C:9]2[S:10][C:11]([C:14]([NH:16][C:17]3[CH:26]=[CH:25][C:24]4[C:19](=[CH:20][CH:21]=[CH:22][C:23]=4[CH2:27][O:28][C:33](=[O:35])[CH3:34])[N:18]=3)=[O:15])=[C:12]([CH3:13])[C:8]=2[C:7]([CH2:29][O:30][CH3:31])=[CH:6][CH:5]=1)(=[O:3])[CH3:2], predict the reactants needed to synthesize it. The reactants are: [C:1]([C:4]1[C:9]2[S:10][C:11]([C:14]([NH:16][C:17]3[CH:26]=[CH:25][C:24]4[C:19](=[CH:20][CH:21]=[CH:22][C:23]=4[CH2:27][OH:28])[N:18]=3)=[O:15])=[C:12]([CH3:13])[C:8]=2[C:7]([CH2:29][O:30][CH3:31])=[CH:6][CH:5]=1)(=[O:3])[CH3:2].O.[C:33](OC(=O)C)(=[O:35])[CH3:34]. (5) Given the product [Cl:36][C:4]1[C:5]2[O:14][C:13]3[CH2:12][CH2:11][N:10]([C:15]([O:17][C:18]([CH3:21])([CH3:20])[CH3:19])=[O:16])[CH2:9][C:8]=3[C:6]=2[CH:7]=[C:2]([CH:27]([OH:34])[C:28]2[CH:33]=[CH:32][CH:31]=[CH:30][CH:29]=2)[CH:3]=1, predict the reactants needed to synthesize it. The reactants are: Br[C:2]1[CH:3]=[CH:4][C:5]2[O:14][C:13]3[CH2:12][CH2:11][N:10]([C:15]([O:17][C:18]([CH3:21])([CH3:20])[CH3:19])=[O:16])[CH2:9][C:8]=3[C:6]=2[CH:7]=1.C([Li])CCC.[CH:27](=[O:34])[C:28]1[CH:33]=[CH:32][CH:31]=[CH:30][CH:29]=1.[NH4+].[Cl-:36].